Dataset: Peptide-MHC class II binding affinity with 134,281 pairs from IEDB. Task: Regression. Given a peptide amino acid sequence and an MHC pseudo amino acid sequence, predict their binding affinity value. This is MHC class II binding data. (1) The peptide sequence is DPKMLELMRLYITIH. The MHC is HLA-DQA10401-DQB10402 with pseudo-sequence HLA-DQA10401-DQB10402. The binding affinity (normalized) is 0. (2) The peptide sequence is VPMPCMINDTHFLLR. The MHC is DRB1_0101 with pseudo-sequence DRB1_0101. The binding affinity (normalized) is 0.598.